From a dataset of Catalyst prediction with 721,799 reactions and 888 catalyst types from USPTO. Predict which catalyst facilitates the given reaction. (1) Reactant: C([O:8][C:9]1[CH:14]=[CH:13][C:12]([CH:15]([O:22][CH3:23])[CH2:16][C:17]([O:19][CH2:20][CH3:21])=[O:18])=[CH:11][CH:10]=1)C1C=CC=CC=1. Product: [OH:8][C:9]1[CH:10]=[CH:11][C:12]([CH:15]([O:22][CH3:23])[CH2:16][C:17]([O:19][CH2:20][CH3:21])=[O:18])=[CH:13][CH:14]=1. The catalyst class is: 29. (2) Reactant: [NH2:1][CH2:2][C:3]1[CH:4]=[CH:5][C:6]([Cl:23])=[C:7]([C:9]2[NH:10][C:11](=[O:22])[N:12]([C:14]3[CH:19]=[CH:18][C:17]([CH3:20])=[C:16]([Cl:21])[CH:15]=3)[N:13]=2)[CH:8]=1.[C:24](Cl)(=[O:29])[C:25]([CH3:28])([CH3:27])[CH3:26].CCN(C(C)C)C(C)C. Product: [Cl:23][C:6]1[CH:5]=[CH:4][C:3]([CH2:2][NH:1][C:24](=[O:29])[C:25]([CH3:28])([CH3:27])[CH3:26])=[CH:8][C:7]=1[C:9]1[NH:10][C:11](=[O:22])[N:12]([C:14]2[CH:19]=[CH:18][C:17]([CH3:20])=[C:16]([Cl:21])[CH:15]=2)[N:13]=1. The catalyst class is: 1.